This data is from Full USPTO retrosynthesis dataset with 1.9M reactions from patents (1976-2016). The task is: Predict the reactants needed to synthesize the given product. (1) Given the product [C:1]1([CH:7]([NH:9][C:10]([C:12]2[S:13][C:14]([C:17]3[CH:22]=[CH:21][N:20]=[C:19]([NH:23][C:24]4[CH:29]=[CH:28][C:27]([O:30][CH3:31])=[C:26]([O:32][CH2:37][CH2:36][N:34]([CH3:35])[CH3:33])[CH:25]=4)[N:18]=3)=[CH:15][CH:16]=2)=[O:11])[CH3:8])[CH:6]=[CH:5][CH:4]=[CH:3][CH:2]=1, predict the reactants needed to synthesize it. The reactants are: [C:1]1([CH:7]([NH:9][C:10]([C:12]2[S:13][C:14]([C:17]3[CH:22]=[CH:21][N:20]=[C:19]([NH:23][C:24]4[CH:29]=[CH:28][C:27]([O:30][CH3:31])=[C:26]([OH:32])[CH:25]=4)[N:18]=3)=[CH:15][CH:16]=2)=[O:11])[CH3:8])[CH:6]=[CH:5][CH:4]=[CH:3][CH:2]=1.[CH3:33][N:34]([CH2:36][CH2:37]O)[CH3:35].C1(P(C2C=CC=CC=2)C2C=CC=CC=2)C=CC=CC=1.C(OC([N+](C(OC(C)C)=O)=[N-])=O)(C)C. (2) Given the product [CH:20]1([NH:26][C:27]([C:29]2([F:35])[CH2:34][CH2:33][N:32]([CH2:1][C:3]3[CH:4]=[C:5]([NH:9][C:10](=[O:18])[C:11]4[CH:16]=[C:15]([CH3:17])[CH:14]=[N:13][CH:12]=4)[CH:6]=[CH:7][CH:8]=3)[CH2:31][CH2:30]2)=[O:28])[CH2:21][CH2:22][CH2:23][CH2:24][CH2:25]1, predict the reactants needed to synthesize it. The reactants are: [CH:1]([C:3]1[CH:4]=[C:5]([NH:9][C:10](=[O:18])[C:11]2[CH:16]=[C:15]([CH3:17])[CH:14]=[N:13][CH:12]=2)[CH:6]=[CH:7][CH:8]=1)=O.Cl.[CH:20]1([NH:26][C:27]([C:29]2([F:35])[CH2:34][CH2:33][NH:32][CH2:31][CH2:30]2)=[O:28])[CH2:25][CH2:24][CH2:23][CH2:22][CH2:21]1.CCN(C(C)C)C(C)C.C(O[BH-](OC(=O)C)OC(=O)C)(=O)C.[Na+]. (3) Given the product [Cl:1][C:2]1[CH:9]=[CH:8][C:7]([O:10][CH3:11])=[CH:6][C:3]=1[CH:4]1[C:20]([C:21]([O:23][CH2:24][CH3:25])=[O:22])=[C:19]([CH2:26][CH2:27][CH3:28])[NH:12][C:13]2=[N:14][NH:15][CH:16]=[C:17]12, predict the reactants needed to synthesize it. The reactants are: [Cl:1][C:2]1[CH:9]=[CH:8][C:7]([O:10][CH3:11])=[CH:6][C:3]=1[CH:4]=O.[NH2:12][C:13]1[CH:17]=[CH:16][NH:15][N:14]=1.O=[C:19]([CH2:26][CH2:27][CH3:28])[CH2:20][C:21]([O:23][CH2:24][CH3:25])=[O:22]. (4) Given the product [CH3:22][O:21][C:18]1[CH:19]=[C:20]2[C:15](=[CH:16][C:17]=1[O:23][CH3:24])[N:14]=[CH:13][N:12]=[C:11]2[NH:10][C:6]1[C:7]([CH:8]=[C:2]([N:25]2[CH2:30][CH2:29][O:28][CH2:27][CH2:26]2)[C:3](=[O:4])[CH:5]=1)=[O:9], predict the reactants needed to synthesize it. The reactants are: Cl[C:2]1[C:3]([CH:5]=[C:6]([NH:10][C:11]2[C:20]3[C:15](=[CH:16][C:17]([O:23][CH3:24])=[C:18]([O:21][CH3:22])[CH:19]=3)[N:14]=[CH:13][N:12]=2)[C:7](=[O:9])[CH:8]=1)=[O:4].[NH:25]1[CH2:30][CH2:29][O:28][CH2:27][CH2:26]1.